This data is from NCI-60 drug combinations with 297,098 pairs across 59 cell lines. The task is: Regression. Given two drug SMILES strings and cell line genomic features, predict the synergy score measuring deviation from expected non-interaction effect. (1) Drug 1: B(C(CC(C)C)NC(=O)C(CC1=CC=CC=C1)NC(=O)C2=NC=CN=C2)(O)O. Drug 2: CC1C(C(CC(O1)OC2CC(CC3=C2C(=C4C(=C3O)C(=O)C5=CC=CC=C5C4=O)O)(C(=O)C)O)N)O. Cell line: SK-MEL-5. Synergy scores: CSS=96.3, Synergy_ZIP=4.85, Synergy_Bliss=5.66, Synergy_Loewe=4.60, Synergy_HSA=5.89. (2) Drug 1: CC12CCC3C(C1CCC2=O)CC(=C)C4=CC(=O)C=CC34C. Drug 2: C1CNP(=O)(OC1)N(CCCl)CCCl. Cell line: DU-145. Synergy scores: CSS=36.4, Synergy_ZIP=-0.405, Synergy_Bliss=-1.64, Synergy_Loewe=-18.4, Synergy_HSA=-2.08. (3) Drug 1: CNC(=O)C1=CC=CC=C1SC2=CC3=C(C=C2)C(=NN3)C=CC4=CC=CC=N4. Drug 2: C1CCC(CC1)NC(=O)N(CCCl)N=O. Cell line: U251. Synergy scores: CSS=32.6, Synergy_ZIP=-11.5, Synergy_Bliss=-1.06, Synergy_Loewe=0.983, Synergy_HSA=2.21. (4) Drug 1: CS(=O)(=O)OCCCCOS(=O)(=O)C. Drug 2: C(CN)CNCCSP(=O)(O)O. Cell line: 786-0. Synergy scores: CSS=9.25, Synergy_ZIP=-3.91, Synergy_Bliss=-2.45, Synergy_Loewe=-32.6, Synergy_HSA=-3.59. (5) Drug 1: C1CN(P(=O)(OC1)NCCCl)CCCl. Drug 2: CCC1(C2=C(COC1=O)C(=O)N3CC4=CC5=C(C=CC(=C5CN(C)C)O)N=C4C3=C2)O.Cl. Cell line: EKVX. Synergy scores: CSS=-4.94, Synergy_ZIP=-1.23, Synergy_Bliss=-5.17, Synergy_Loewe=-12.9, Synergy_HSA=-8.37. (6) Cell line: T-47D. Drug 1: CC(C1=C(C=CC(=C1Cl)F)Cl)OC2=C(N=CC(=C2)C3=CN(N=C3)C4CCNCC4)N. Synergy scores: CSS=3.44, Synergy_ZIP=1.77, Synergy_Bliss=4.53, Synergy_Loewe=-1.50, Synergy_HSA=2.90. Drug 2: CCCCC(=O)OCC(=O)C1(CC(C2=C(C1)C(=C3C(=C2O)C(=O)C4=C(C3=O)C=CC=C4OC)O)OC5CC(C(C(O5)C)O)NC(=O)C(F)(F)F)O. (7) Drug 1: CC1C(C(CC(O1)OC2CC(CC3=C2C(=C4C(=C3O)C(=O)C5=C(C4=O)C(=CC=C5)OC)O)(C(=O)C)O)N)O.Cl. Drug 2: CCC1=C2CN3C(=CC4=C(C3=O)COC(=O)C4(CC)O)C2=NC5=C1C=C(C=C5)O. Cell line: ACHN. Synergy scores: CSS=45.5, Synergy_ZIP=1.53, Synergy_Bliss=2.15, Synergy_Loewe=-9.03, Synergy_HSA=2.94. (8) Drug 1: CC1OCC2C(O1)C(C(C(O2)OC3C4COC(=O)C4C(C5=CC6=C(C=C35)OCO6)C7=CC(=C(C(=C7)OC)O)OC)O)O. Drug 2: CC1CCC2CC(C(=CC=CC=CC(CC(C(=O)C(C(C(=CC(C(=O)CC(OC(=O)C3CCCCN3C(=O)C(=O)C1(O2)O)C(C)CC4CCC(C(C4)OC)OCCO)C)C)O)OC)C)C)C)OC. Cell line: SW-620. Synergy scores: CSS=43.8, Synergy_ZIP=-1.27, Synergy_Bliss=-1.03, Synergy_Loewe=1.66, Synergy_HSA=2.41. (9) Drug 1: CC1=C(N=C(N=C1N)C(CC(=O)N)NCC(C(=O)N)N)C(=O)NC(C(C2=CN=CN2)OC3C(C(C(C(O3)CO)O)O)OC4C(C(C(C(O4)CO)O)OC(=O)N)O)C(=O)NC(C)C(C(C)C(=O)NC(C(C)O)C(=O)NCCC5=NC(=CS5)C6=NC(=CS6)C(=O)NCCC[S+](C)C)O. Drug 2: C(CN)CNCCSP(=O)(O)O. Cell line: SF-295. Synergy scores: CSS=44.5, Synergy_ZIP=-1.67, Synergy_Bliss=-3.81, Synergy_Loewe=-37.7, Synergy_HSA=-3.59. (10) Drug 1: CC(C1=C(C=CC(=C1Cl)F)Cl)OC2=C(N=CC(=C2)C3=CN(N=C3)C4CCNCC4)N. Drug 2: CCC1=C2CN3C(=CC4=C(C3=O)COC(=O)C4(CC)O)C2=NC5=C1C=C(C=C5)O. Cell line: BT-549. Synergy scores: CSS=26.1, Synergy_ZIP=2.29, Synergy_Bliss=3.79, Synergy_Loewe=-37.2, Synergy_HSA=0.0675.